This data is from Catalyst prediction with 721,799 reactions and 888 catalyst types from USPTO. The task is: Predict which catalyst facilitates the given reaction. (1) Reactant: [C:1]([NH:8][C@H:9]([C:13]([OH:15])=O)[CH:10]([CH3:12])[CH3:11])([O:3][C:4]([CH3:7])([CH3:6])[CH3:5])=[O:2].O[N:17]1[C:21](=[O:22])[CH2:20][CH2:19][C:18]1=[O:23].C1CCC(N=C=NC2CCCCC2)CC1. Product: [CH3:7][C:4]([CH3:5])([O:3][C:1]([NH:8][C@H:9]([C:13]([CH:19]1[CH2:20][C:21](=[O:22])[NH:17][C:18]1=[O:23])=[O:15])[CH:10]([CH3:11])[CH3:12])=[O:2])[CH3:6]. The catalyst class is: 57. (2) Reactant: [NH:1]1[CH:5]=[CH:4][CH:3]=[N:2]1.[CH3:6][O:7][C:8]1[CH:13]=[CH:12][C:11](B(O)O)=[CH:10][CH:9]=1.N1C=CC=CC=1. Product: [CH3:6][O:7][C:8]1[CH:13]=[CH:12][C:11]([N:1]2[CH:5]=[CH:4][CH:3]=[N:2]2)=[CH:10][CH:9]=1. The catalyst class is: 302. (3) Reactant: [C:1]([OH:12])(=O)[CH2:2][O:3][CH2:4][CH2:5][O:6][CH2:7][CH2:8][CH2:9][CH3:10].C(N(CC)CC)C.C(Cl)CCl.[NH2:24][C@@H:25]([CH2:34][N:35]1[CH2:40][CH2:39][O:38][CH2:37][CH2:36]1)[C@H:26]([C:28]1[CH:33]=[CH:32][CH:31]=[CH:30][CH:29]=1)[OH:27]. Product: [C:1]([NH:24][C@@H:25]([CH2:34][N:35]1[CH2:36][CH2:37][O:38][CH2:39][CH2:40]1)[C@H:26]([C:28]1[CH:29]=[CH:30][CH:31]=[CH:32][CH:33]=1)[OH:27])(=[O:12])[CH2:2][O:3][CH2:4][CH2:5][O:6][CH2:7][CH2:8][CH2:9][CH3:10]. The catalyst class is: 2. (4) Reactant: [CH3:1][O:2][C:3]1[CH:8]=[CH:7][C:6]([CH2:9][CH2:10][CH2:11]O)=[CH:5][CH:4]=1.C1(P(C2C=CC=CC=2)C2C=CC=CC=2)C=CC=CC=1.[Br:32]N1C(=O)CCC1=O. Product: [Br:32][CH2:11][CH2:10][CH2:9][C:6]1[CH:7]=[CH:8][C:3]([O:2][CH3:1])=[CH:4][CH:5]=1. The catalyst class is: 2. (5) Reactant: CO[C:3]([CH2:5][CH2:6][C@H:7]([NH2:11])[C:8]([OH:10])=[O:9])=[O:4].C1(C(O)CC(O)C)C=CC=CC=1.[CH2:24]([N:26](CC)CC)[CH3:25].C(N)C. Product: [NH2:11][C@H:7]([C:8]([OH:10])=[O:9])[CH2:6][CH2:5][C:3]([NH:26][CH2:24][CH3:25])=[O:4]. The catalyst class is: 5. (6) Product: [CH3:32][CH:33]1[CH2:37][CH2:36][CH2:35][N:34]1[CH2:2][CH2:3][CH2:4][O:5][C:6]1[CH:11]=[CH:10][C:9]([C:12]2[S:13][C:14]3[CH2:20][CH2:19][CH:18]([NH:21][C:22](=[O:31])[O:23][CH2:24][C:25]4[CH:30]=[CH:29][CH:28]=[CH:27][CH:26]=4)[CH2:17][C:15]=3[N:16]=2)=[CH:8][CH:7]=1. The catalyst class is: 10. Reactant: Cl[CH2:2][CH2:3][CH2:4][O:5][C:6]1[CH:11]=[CH:10][C:9]([C:12]2[S:13][C:14]3[CH2:20][CH2:19][CH:18]([NH:21][C:22](=[O:31])[O:23][CH2:24][C:25]4[CH:30]=[CH:29][CH:28]=[CH:27][CH:26]=4)[CH2:17][C:15]=3[N:16]=2)=[CH:8][CH:7]=1.[CH3:32][CH:33]1[CH2:37][CH2:36][CH2:35][NH:34]1. (7) Reactant: [OH:1][C:2]1[CH:7]=[CH:6][C:5]([C:8]2[CH:9]([C:23]3[CH:28]=[CH:27][C:26]([I:29])=[CH:25][CH:24]=3)[O:10][C:11]3[C:16]([C:17]=2[C:18]([F:21])([F:20])[F:19])=[CH:15][C:14]([OH:22])=[CH:13][CH:12]=3)=[CH:4][CH:3]=1.[CH2:30]1[CH2:35][O:34][CH:33]=[CH:32][CH2:31]1.C[C:47]1[CH:52]=[CH:51]C(S([O-])(=[O:44])=[O:44])=[CH:49][CH:48]=1.[CH:47]1[CH:52]=[CH:51][NH+]=[CH:49][CH:48]=1. Product: [I:29][C:26]1[CH:25]=[CH:24][C:23]([CH:9]2[C:8]([C:5]3[CH:4]=[CH:3][C:2]([O:1][CH:33]4[CH2:32][CH2:31][CH2:30][CH2:35][O:34]4)=[CH:7][CH:6]=3)=[C:17]([C:18]([F:21])([F:19])[F:20])[C:16]3[C:11](=[CH:12][CH:13]=[C:14]([O:22][CH:51]4[CH2:52][CH2:47][CH2:48][CH2:49][O:44]4)[CH:15]=3)[O:10]2)=[CH:28][CH:27]=1. The catalyst class is: 2.